Dataset: Full USPTO retrosynthesis dataset with 1.9M reactions from patents (1976-2016). Task: Predict the reactants needed to synthesize the given product. Given the product [Cl:19][C:20]1[N:25]=[C:1]([N:3]2[CH:7]=[C:6]([C:8]([O:16][CH2:13][CH3:27])=[O:9])[C:5]([CH:10]3[CH2:11][CH2:12]3)=[N:4]2)[CH:2]=[CH:22][N:21]=1, predict the reactants needed to synthesize it. The reactants are: [CH2:1]([N:3]1[CH:7]=[C:6]([CH:8]=[O:9])[C:5]([CH:10]2[CH2:12][CH2:11]2)=[N:4]1)[CH3:2].[C:13](=[O:16])([O-])[O-].[K+].[K+].[Cl:19][C:20]1[N:25]=C(Cl)C=[CH:22][N:21]=1.[CH3:27]N(C)C=O.